From a dataset of Peptide-MHC class I binding affinity with 185,985 pairs from IEDB/IMGT. Regression. Given a peptide amino acid sequence and an MHC pseudo amino acid sequence, predict their binding affinity value. This is MHC class I binding data. (1) The MHC is HLA-A02:01 with pseudo-sequence HLA-A02:01. The binding affinity (normalized) is 0.464. The peptide sequence is GLDERFVEEL. (2) The peptide sequence is LLDAHIPQL. The MHC is HLA-A30:02 with pseudo-sequence HLA-A30:02. The binding affinity (normalized) is 0.148. (3) The peptide sequence is KNNFWFWEY. The MHC is HLA-B15:17 with pseudo-sequence HLA-B15:17. The binding affinity (normalized) is 0.0847. (4) The peptide sequence is FLIVSLCPT. The MHC is HLA-B35:01 with pseudo-sequence HLA-B35:01. The binding affinity (normalized) is 0.105. (5) The peptide sequence is SSMHNALHI. The MHC is H-2-Db with pseudo-sequence H-2-Db. The binding affinity (normalized) is 0.877. (6) The peptide sequence is KWDLIISDMY. The MHC is HLA-A30:02 with pseudo-sequence HLA-A30:02. The binding affinity (normalized) is 0.588. (7) The peptide sequence is MTACGRIVV. The MHC is HLA-B27:03 with pseudo-sequence HLA-B27:03. The binding affinity (normalized) is 0.0847. (8) The peptide sequence is AAVKAGAAL. The MHC is HLA-B07:02 with pseudo-sequence HLA-B07:02. The binding affinity (normalized) is 0.789. (9) The binding affinity (normalized) is 0.0809. The peptide sequence is PLRPMTYR. The MHC is HLA-B53:01 with pseudo-sequence HLA-B53:01.